Dataset: Full USPTO retrosynthesis dataset with 1.9M reactions from patents (1976-2016). Task: Predict the reactants needed to synthesize the given product. The reactants are: [CH2:1]([O:8][C:9]([N:11]1[C@H:15]([C:16]([OH:18])=O)[C:14](=O)[N:13]=[CH:12]1)=[O:10])[C:2]1[CH:7]=[CH:6][CH:5]=[CH:4][CH:3]=1.[CH3:20][C:21]1[CH:26]=[CH:25][C:24]([CH3:27])=[CH:23][C:22]=1[N:28]1[CH2:33][CH2:32][NH:31][CH2:30][CH2:29]1.C(N(CC)CC)C.[B-](F)(F)(F)F.CN(C([O:53]N1C(=O)C=CC=C1)=[N+](C)C)C. Given the product [CH2:1]([O:8][C:9]([N:11]1[C@H:15]([C:16]([N:31]2[CH2:30][CH2:29][N:28]([C:22]3[CH:23]=[C:24]([CH3:27])[CH:25]=[CH:26][C:21]=3[CH3:20])[CH2:33][CH2:32]2)=[O:18])[CH2:14][NH:13][C:12]1=[O:53])=[O:10])[C:2]1[CH:3]=[CH:4][CH:5]=[CH:6][CH:7]=1, predict the reactants needed to synthesize it.